Binary Classification. Given a drug SMILES string, predict its activity (active/inactive) in a high-throughput screening assay against a specified biological target. From a dataset of Choline transporter screen with 302,306 compounds. (1) The drug is O(C(C(=O)N1CCN(CC1)c1nnc(N2CCCCCC2)cc1)C)c1ccccc1. The result is 0 (inactive). (2) The drug is S=c1n(\N=C\C=C/c2c(OC)cccc2)c(n[nH]1)c1ccc(F)cc1. The result is 0 (inactive).